From a dataset of Forward reaction prediction with 1.9M reactions from USPTO patents (1976-2016). Predict the product of the given reaction. (1) Given the reactants C(OC(=O)[NH:7][C@H:8]([C@H:11]1[CH2:13][C:12]1([Cl:15])[Cl:14])[CH2:9][OH:10])(C)(C)C.O1CCOCC1, predict the reaction product. The product is: [NH2:7][CH:8]([CH:11]1[CH2:13][C:12]1([Cl:15])[Cl:14])[CH2:9][OH:10]. (2) The product is: [CH3:35][O:34][C:32]([C:29]1[N:30]=[CH:31][C:26]([O:5][CH2:6][C:7]2[CH:24]=[CH:23][C:10]3[CH2:11][CH2:12][N:13]([C:16]([O:18][C:19]([CH3:22])([CH3:21])[CH3:20])=[O:17])[CH2:14][CH2:15][C:9]=3[CH:8]=2)=[N:27][CH:28]=1)=[O:33]. Given the reactants CS([O:5][CH2:6][C:7]1[CH:24]=[CH:23][C:10]2[CH2:11][CH2:12][N:13]([C:16]([O:18][C:19]([CH3:22])([CH3:21])[CH3:20])=[O:17])[CH2:14][CH2:15][C:9]=2[CH:8]=1)(=O)=O.O=[C:26]1[CH:31]=[N:30][C:29]([C:32]([O:34][CH3:35])=[O:33])=[CH:28][NH:27]1.C(=O)([O-])[O-].[Cs+].[Cs+].O, predict the reaction product. (3) Given the reactants [NH2:1][C:2]1[C:11]2[CH:10]=[CH:9][C:8]([F:12])=[C:7](Br)[C:6]=2[N:5]=[C:4]2[CH2:14][N:15]([CH:18]3[CH2:21][CH2:20][CH2:19]3)[C:16](=[O:17])[C:3]=12.[CH3:22][C:23]1[N:28]=[CH:27][C:26](B(O)O)=[CH:25][CH:24]=1, predict the reaction product. The product is: [NH2:1][C:2]1[C:11]2[CH:10]=[CH:9][C:8]([F:12])=[C:7]([C:26]3[CH:27]=[N:28][C:23]([CH3:22])=[CH:24][CH:25]=3)[C:6]=2[N:5]=[C:4]2[CH2:14][N:15]([CH:18]3[CH2:21][CH2:20][CH2:19]3)[C:16](=[O:17])[C:3]=12.